This data is from Catalyst prediction with 721,799 reactions and 888 catalyst types from USPTO. The task is: Predict which catalyst facilitates the given reaction. (1) Reactant: [Cl:1][C:2]1[CH:7]=[CH:6][C:5]([NH:8][C:9]([NH:11][C@@H:12]([C:18]([N:20]2[CH2:25][CH2:24][CH:23]([N:26]3[CH2:30][C:29]4=[CH:31][N:32]=[C:33]([CH3:34])[N:28]4[C:27]3=[O:35])[CH2:22][CH2:21]2)=[O:19])[C:13]([CH3:17])([S:15][CH3:16])[CH3:14])=[O:10])=[CH:4][CH:3]=1.[CH3:36][S:37]([OH:40])(=O)=[O:38].ClC1C=CC=C(C(OO)=O)C=1.S([O-])([O-])=O.[Na+].[Na+].C(=O)([O-])O.[Na+]. Product: [Cl:1][C:2]1[CH:3]=[CH:4][C:5]([NH:8][C:9]([NH:11][C@@H:12]([C:18]([N:20]2[CH2:25][CH2:24][CH:23]([N:26]3[CH2:30][C:29]4=[CH:31][N:32]=[C:33]([CH3:34])[N:28]4[C:27]3=[O:35])[CH2:22][CH2:21]2)=[O:19])[C:13]([CH3:14])([S:15]([CH3:16])=[O:38])[CH3:17])=[O:10])=[CH:6][CH:7]=1.[Cl:1][C:2]1[CH:3]=[CH:4][C:5]([NH:8][C:9]([NH:11][C@@H:12]([C:18]([N:20]2[CH2:25][CH2:24][CH:23]([N:26]3[CH2:30][C:29]4=[CH:31][N:32]=[C:33]([CH3:34])[N:28]4[C:27]3=[O:35])[CH2:22][CH2:21]2)=[O:19])[C:13]([CH3:14])([S:37]([CH3:36])(=[O:40])=[O:38])[CH3:17])=[O:10])=[CH:6][CH:7]=1. The catalyst class is: 4. (2) Reactant: [Cl:1][C:2]1[C:7]([CH2:8]O)=[CH:6][CH:5]=[CH:4][N:3]=1.[Br:10]P(Br)Br. The catalyst class is: 2. Product: [Br:10][CH2:8][C:7]1[C:2]([Cl:1])=[N:3][CH:4]=[CH:5][CH:6]=1. (3) Product: [CH3:18][O:17][CH2:16][CH2:15][NH:14][C:12]([C:9]1[CH:8]=[CH:7][C:6]2[C:11](=[C:2]([C:22]3[CH:23]=[CH:24][CH:25]=[CH:26][C:21]=3[O:20][CH3:19])[CH:3]=[N:4][CH:5]=2)[N:10]=1)=[O:13]. The catalyst class is: 688. Reactant: Br[C:2]1[CH:3]=[N:4][CH:5]=[C:6]2[C:11]=1[N:10]=[C:9]([C:12]([NH:14][CH2:15][CH2:16][O:17][CH3:18])=[O:13])[CH:8]=[CH:7]2.[CH3:19][O:20][C:21]1[CH:26]=[CH:25][CH:24]=[CH:23][C:22]=1B(O)O.C(=O)([O-])[O-].[Cs+].[Cs+]. (4) Reactant: [CH3:1][N:2]([C:4](=[Se:11])[C:5]1[CH:10]=[CH:9][CH:8]=[CH:7][CH:6]=1)[NH2:3].[CH3:12][NH:13][N:14]=[C:15]([C:19]([OH:21])=O)[C:16](O)=[O:17].[CH2:22](Cl)[CH2:23]Cl. Product: [CH3:1][N:2]([C:4]([C:23]1[CH:22]=[CH:7][CH:6]=[CH:5][CH:10]=1)=[Se:11])[NH:3][C:16](=[O:17])[C:15](=[N:14][NH:13][CH3:12])[C:19]([NH:3][N:2]([CH3:1])[C:4]([C:5]1[CH:6]=[CH:7][CH:8]=[CH:9][CH:10]=1)=[Se:11])=[O:21]. The catalyst class is: 2. (5) Reactant: [N+:1]([C:4]1[CH:5]=[C:6]2[C:10](=[CH:11][CH:12]=1)[N:9]([C:13](=[O:21])[CH2:14][C:15]1[CH:20]=[CH:19][CH:18]=[CH:17][N:16]=1)[CH2:8][CH2:7]2)([O-])=O. Product: [N:16]1[CH:17]=[CH:18][CH:19]=[CH:20][C:15]=1[CH2:14][C:13]([N:9]1[C:10]2[C:6](=[CH:5][C:4]([NH2:1])=[CH:12][CH:11]=2)[CH2:7][CH2:8]1)=[O:21]. The catalyst class is: 541. (6) Reactant: [CH2:1]([C:3]1[CH:8]=[C:7]([CH3:9])[CH:6]=[C:5]([CH2:10][CH3:11])[C:4]=1[C:12](=[O:17])[C:13]([NH:15][NH2:16])=[O:14])[CH3:2].[CH2:18]=O. Product: [CH2:1]([C:3]1[CH:8]=[C:7]([CH3:9])[CH:6]=[C:5]([CH2:10][CH3:11])[C:4]=1[C:12](=[O:17])[C:13]([NH:15][N:16]=[CH2:18])=[O:14])[CH3:2]. The catalyst class is: 5.